The task is: Predict the product of the given reaction.. This data is from Forward reaction prediction with 1.9M reactions from USPTO patents (1976-2016). (1) Given the reactants [C:1]([O:7][CH2:8][N:9]1[C:13]2[N:14]=[CH:15][N:16]=[C:17]([C:18]3[CH:19]=[N:20][N:21]([C@@H:23]([CH:27]4[CH2:31][CH2:30][CH2:29][CH2:28]4)[CH2:24][CH:25]=O)[CH:22]=3)[C:12]=2[CH:11]=[CH:10]1)(=[O:6])[C:2]([CH3:5])([CH3:4])[CH3:3].O1CCCC1.[OH-].[NH4+:38].II, predict the reaction product. The product is: [C:1]([O:7][CH2:8][N:9]1[C:13]2[N:14]=[CH:15][N:16]=[C:17]([C:18]3[CH:19]=[N:20][N:21]([C@@H:23]([CH:27]4[CH2:31][CH2:30][CH2:29][CH2:28]4)[CH2:24][C:25]#[N:38])[CH:22]=3)[C:12]=2[CH:11]=[CH:10]1)(=[O:6])[C:2]([CH3:4])([CH3:5])[CH3:3]. (2) Given the reactants [F:1][C:2]1[CH:9]=[CH:8][C:7]([CH:10]([OH:12])[CH3:11])=[CH:6][C:3]=1[C:4]#N.[OH-:13].[Na+].[OH2:15], predict the reaction product. The product is: [F:1][C:2]1[CH:9]=[CH:8][C:7]([CH:10]([OH:12])[CH3:11])=[CH:6][C:3]=1[C:4]([OH:15])=[O:13]. (3) The product is: [C:1](=[O:2])([O-:4])[O-:3].[Ce+3:14].[C:6](=[O:7])([O-:9])[O-:8].[C:1](=[O:2])([O-:4])[O-:3].[Ce+3:14]. Given the reactants [C:1](=[O:4])([OH:3])[O-:2].[Mg+2].[C:6](=[O:9])([OH:8])[O-:7].[N+]([O-])([O-])=O.[Ce+3:14].[N+]([O-])([O-])=O.[N+]([O-])([O-])=O, predict the reaction product. (4) Given the reactants C[O:2][C:3]1[C:4]([CH3:29])=[C:5]([C:20]([O:27]C)=[C:21]([O:25][CH3:26])[C:22]=1[O:23][CH3:24])[CH2:6][C:7]1[CH:8]=[CH:9][C:10]([O:16][C:17](=[O:19])[CH3:18])=[C:11]([CH:15]=1)[C:12]([OH:14])=[O:13].O=[N+]([O-])[O-].[O-][N+](=O)[O-].[O-][N+](=O)[O-].[O-][N+](=O)[O-].[O-][N+](=O)[O-].[O-][N+](=O)[O-].[Ce+4].[NH4+].[NH4+], predict the reaction product. The product is: [CH3:24][O:23][C:22]1[C:3](=[O:2])[C:4]([CH3:29])=[C:5]([CH2:6][C:7]2[CH:8]=[CH:9][C:10]([O:16][C:17](=[O:19])[CH3:18])=[C:11]([CH:15]=2)[C:12]([OH:14])=[O:13])[C:20](=[O:27])[C:21]=1[O:25][CH3:26]. (5) The product is: [F:9][C:7]1[CH:8]=[C:3]([C:1]2[NH:46][N:45]=[N:44][N:2]=2)[CH:4]=[C:5]([F:43])[C:6]=1[N:10]1[CH2:15][CH2:14][CH:13]([C:16]2[CH:17]=[CH:18][CH:19]=[CH:20][CH:21]=2)[CH:12]([CH2:22][N:23]([C@@H:31]([C:33]2[C:42]3[C:37](=[CH:38][CH:39]=[CH:40][CH:41]=3)[CH:36]=[CH:35][CH:34]=2)[CH3:32])[C:24](=[O:30])[O:25][C:26]([CH3:29])([CH3:28])[CH3:27])[CH2:11]1. Given the reactants [C:1]([C:3]1[CH:8]=[C:7]([F:9])[C:6]([N:10]2[CH2:15][CH2:14][CH:13]([C:16]3[CH:21]=[CH:20][CH:19]=[CH:18][CH:17]=3)[CH:12]([CH2:22][N:23]([C@@H:31]([C:33]3[C:42]4[C:37](=[CH:38][CH:39]=[CH:40][CH:41]=4)[CH:36]=[CH:35][CH:34]=3)[CH3:32])[C:24](=[O:30])[O:25][C:26]([CH3:29])([CH3:28])[CH3:27])[CH2:11]2)=[C:5]([F:43])[CH:4]=1)#[N:2].[N-:44]=[N+:45]=[N-:46].[Na+].Cl.C(N(CC)CC)C.CN(C=O)C, predict the reaction product. (6) Given the reactants [CH3:1][O:2][CH2:3][CH2:4][O:5][C:6]1[CH:7]=[C:8]([CH2:17]O)[CH:9]=[CH:10][C:11]=1[O:12][CH2:13][CH2:14][O:15][CH3:16].N1C=CC=CC=1.S(Cl)([Cl:27])=O.O, predict the reaction product. The product is: [Cl:27][CH2:17][C:8]1[CH:9]=[CH:10][C:11]([O:12][CH2:13][CH2:14][O:15][CH3:16])=[C:6]([O:5][CH2:4][CH2:3][O:2][CH3:1])[CH:7]=1. (7) Given the reactants [CH3:1][N:2]([CH2:4][CH2:5][N:6]1[C:20](=[O:21])[C:15]2=[CH:16][C:17]([NH2:19])=[CH:18][C:13]3[C:14]2=[C:9]([CH:10]=[CH:11][CH:12]=3)[C:7]1=[O:8])[CH3:3].[CH2:22]([O:24][C:25]([N:27]=[C:28]=[O:29])=[O:26])[CH3:23].O, predict the reaction product. The product is: [CH2:22]([O:24][C:25](=[O:26])[NH:27][C:28]([NH:19][C:17]1[CH:18]=[C:13]2[CH:12]=[CH:11][CH:10]=[C:9]3[C:14]2=[C:15]([CH:16]=1)[C:20](=[O:21])[N:6]([CH2:5][CH2:4][N:2]([CH3:1])[CH3:3])[C:7]3=[O:8])=[O:29])[CH3:23]. (8) Given the reactants [CH3:1][CH:2]([O:4][C:5](=[O:22])[NH:6][C@H:7]1[C:16]2[C:11](=[CH:12][CH:13]=[C:14](Br)[CH:15]=2)[N:10]([C:18](=[O:20])[CH3:19])[C@@H:9]([CH3:21])[CH2:8]1)[CH3:3].[CH2:23]([O:25][C:26]([C:28]1[CH:33]=[CH:32][C:31](B(O)O)=[CH:30][CH:29]=1)=[O:27])[CH3:24].C([O-])([O-])=O.[Na+].[Na+], predict the reaction product. The product is: [C:18]([N:10]1[C:11]2[C:16](=[CH:15][C:14]([C:31]3[CH:32]=[CH:33][C:28]([C:26]([O:25][CH2:23][CH3:24])=[O:27])=[CH:29][CH:30]=3)=[CH:13][CH:12]=2)[C@H:7]([NH:6][C:5]([O:4][CH:2]([CH3:3])[CH3:1])=[O:22])[CH2:8][C@@H:9]1[CH3:21])(=[O:20])[CH3:19]. (9) Given the reactants CO[CH:3]([O:14][CH3:15])[CH2:4][O:5][C:6](=[O:13])[C:7]1[CH:12]=[CH:11][CH:10]=[CH:9][CH:8]=1.[SH:16][CH2:17]CO, predict the reaction product. The product is: [C:6]([O:5][CH2:4][CH:3]1[S:16][CH2:17][CH2:15][O:14]1)(=[O:13])[C:7]1[CH:8]=[CH:9][CH:10]=[CH:11][CH:12]=1.